Dataset: Catalyst prediction with 721,799 reactions and 888 catalyst types from USPTO. Task: Predict which catalyst facilitates the given reaction. (1) Reactant: CS(C)=O.C(Cl)(=O)C(Cl)=O.[OH:11][CH2:12][C:13]1([C:16]([O:18][CH3:19])=[O:17])[CH2:15][CH2:14]1.C(N(CC)C(C)C)(C)C.Cl. Product: [CH:12]([C:13]1([C:16]([O:18][CH3:19])=[O:17])[CH2:15][CH2:14]1)=[O:11]. The catalyst class is: 2. (2) Reactant: [C:1]([C:5]1[CH:10]=[CH:9][C:8]([C:11]2[CH:16]=[CH:15][C:14]([C:17](=O)[CH2:18][CH2:19][C:20]([OH:22])=[O:21])=[CH:13][CH:12]=2)=[CH:7][CH:6]=1)([CH3:4])([CH3:3])[CH3:2].Cl.[NH2:25][OH:26].C(=O)([O-])[O-].[Na+].[Na+]. Product: [C:1]([C:5]1[CH:10]=[CH:9][C:8]([C:11]2[CH:16]=[CH:15][C:14]([C:17](=[N:25][OH:26])[CH2:18][CH2:19][C:20]([OH:22])=[O:21])=[CH:13][CH:12]=2)=[CH:7][CH:6]=1)([CH3:4])([CH3:3])[CH3:2]. The catalyst class is: 8. (3) The catalyst class is: 25. Product: [Cl:32][C:29]1[CH:30]=[CH:31][C:26]([CH:10]2[C:5]3[N:6]([CH:7]([CH3:9])[CH3:8])[C:2]([C:36]4[CH2:37][CH2:38][O:33][CH2:34][CH:35]=4)=[N:3][C:4]=3[C:12](=[O:13])[N:11]2[C:14]2[CH:15]=[C:16]([CH3:25])[C:17]3[N:18]([C:20]([CH2:23][F:24])=[N:21][N:22]=3)[CH:19]=2)=[CH:27][CH:28]=1. Reactant: Br[C:2]1[N:6]([CH:7]([CH3:9])[CH3:8])[C:5]2[CH:10]([C:26]3[CH:31]=[CH:30][C:29]([Cl:32])=[CH:28][CH:27]=3)[N:11]([C:14]3[CH:15]=[C:16]([CH3:25])[C:17]4[N:18]([C:20]([CH2:23][F:24])=[N:21][N:22]=4)[CH:19]=3)[C:12](=[O:13])[C:4]=2[N:3]=1.[O:33]1[CH2:38][CH:37]=[C:36](B2OC(C)(C)C(C)(C)O2)[CH2:35][CH2:34]1.C([O-])(O)=O.[Na+]. (4) Reactant: [I:1][C:2]1[CH:10]=[CH:9][C:5]([C:6](O)=[O:7])=[CH:4][CH:3]=1.C(Cl)(=O)C([Cl:14])=O.CN(C)C=O. Product: [I:1][C:2]1[CH:10]=[CH:9][C:5]([C:6]([Cl:14])=[O:7])=[CH:4][CH:3]=1. The catalyst class is: 2. (5) Reactant: [F:1][C:2]1[CH:7]=[CH:6][C:5]([N+:8]([O-:10])=[O:9])=[CH:4][C:3]=1[C:11]#[C:12][Si:13]([CH3:16])([CH3:15])[CH3:14].[N:17]1[CH:22]=NN=[CH:19][N:18]=1. Product: [F:1][C:2]1[CH:7]=[CH:6][C:5]([N+:8]([O-:10])=[O:9])=[CH:4][C:3]=1[C:11]1[C:12]([Si:13]([CH3:15])([CH3:14])[CH3:16])=[CH:19][N:18]=[N:17][CH:22]=1. The catalyst class is: 12.